The task is: Predict the reaction yield, written as a fraction of the theoretical maximum amount of product (1.0 means a 100% yield; for example, 0.34 means a 34% yield).. This data is from Reaction yield outcomes from USPTO patents with 853,638 reactions. (1) The reactants are [CH2:1]([CH:8]1[CH2:12][NH:11][C:10](=[O:13])[CH2:9]1)[C:2]1[CH:7]=[CH:6][CH:5]=[CH:4][CH:3]=1.[CH2:14]([NH:21][C:22]([C:24]1[S:28][C:27](Br)=[N:26][C:25]=1[CH3:30])=[O:23])[C:15]1[CH:20]=[CH:19][CH:18]=[CH:17][CH:16]=1.C(=O)([O-])[O-].[Cs+].[Cs+].CC1(C)C2C(=C(P(C3C=CC=CC=3)C3C=CC=CC=3)C=CC=2)OC2C(P(C3C=CC=CC=3)C3C=CC=CC=3)=CC=CC1=2. The catalyst is C1(C)C=CC=CC=1.C1C=CC(/C=C/C(/C=C/C2C=CC=CC=2)=O)=CC=1.C1C=CC(/C=C/C(/C=C/C2C=CC=CC=2)=O)=CC=1.C1C=CC(/C=C/C(/C=C/C2C=CC=CC=2)=O)=CC=1.[Pd].[Pd]. The product is [CH2:14]([NH:21][C:22]([C:24]1[S:28][C:27]([N:11]2[CH2:12][CH:8]([CH2:1][C:2]3[CH:7]=[CH:6][CH:5]=[CH:4][CH:3]=3)[CH2:9][C:10]2=[O:13])=[N:26][C:25]=1[CH3:30])=[O:23])[C:15]1[CH:16]=[CH:17][CH:18]=[CH:19][CH:20]=1. The yield is 0.130. (2) The reactants are [F:1][C:2]1[CH:3]=[C:4]([NH2:18])[CH:5]=[CH:6][C:7]=1[O:8][C:9]1[CH:14]=[CH:13][N:12]=[C:11]2[CH:15]=[CH:16][S:17][C:10]=12.FC1C=C(NC(NC(=O)CC2C=CC=CC=2)=S)C=CC=1OC1C=CN=C2C=CSC=12.[C:49]1([CH2:55][CH2:56][C:57]([N:59]=[C:60]=[S:61])=[O:58])[CH:54]=[CH:53][CH:52]=[CH:51][CH:50]=1. No catalyst specified. The product is [F:1][C:2]1[CH:3]=[C:4]([NH:18][C:60]([NH:59][C:57](=[O:58])[CH2:56][CH2:55][C:49]2[CH:50]=[CH:51][CH:52]=[CH:53][CH:54]=2)=[S:61])[CH:5]=[CH:6][C:7]=1[O:8][C:9]1[CH:14]=[CH:13][N:12]=[C:11]2[CH:15]=[CH:16][S:17][C:10]=12. The yield is 0.590. (3) The reactants are [Br:1][C:2]1[C:3]([CH3:9])=[C:4]([CH:6]=[CH:7][CH:8]=1)[NH2:5].Cl[CH2:11][C:12]1[CH:17]=[CH:16][CH:15]=[CH:14][C:13]=1[CH2:18]Cl.C(=O)([O-])[O-].[K+].[K+]. The catalyst is O. The product is [Br:1][C:2]1[C:3]([CH3:9])=[C:4]([N:5]2[CH2:18][C:13]3[C:12](=[CH:17][CH:16]=[CH:15][CH:14]=3)[CH2:11]2)[CH:6]=[CH:7][CH:8]=1. The yield is 0.630. (4) The yield is 0.210. The catalyst is ClCCl.O. The product is [F:14][C:15]1[CH:20]=[CH:19][C:18]([S:21]([NH:2][CH2:3][C:4]2[CH:5]=[CH:6][C:7]([C:10]([O:12][CH3:13])=[O:11])=[N:8][CH:9]=2)(=[O:23])=[O:22])=[CH:17][CH:16]=1. The reactants are Cl.[NH2:2][CH2:3][C:4]1[CH:5]=[CH:6][C:7]([C:10]([O:12][CH3:13])=[O:11])=[N:8][CH:9]=1.[F:14][C:15]1[CH:20]=[CH:19][C:18]([S:21](Cl)(=[O:23])=[O:22])=[CH:17][CH:16]=1.C(N(CC)CC)C.